From a dataset of Drug-target binding data from BindingDB using IC50 measurements. Regression. Given a target protein amino acid sequence and a drug SMILES string, predict the binding affinity score between them. We predict pIC50 (pIC50 = -log10(IC50 in M); higher means more potent). Dataset: bindingdb_ic50. (1) The compound is CCN(CC)CCCC[C@H](NC(=O)[C@H](CC(C)C)NC(=O)[C@H](C)NC(=O)[C@H](Cc1ccccc1)NC(=O)c1ccc(C(C)(C)C)cc1)C(=O)N[C@@H](CO)C(=O)O. The target protein (Q8N8U2) has sequence MASGDLYEVERIVDKRKNKKGKWEYLIRWKGYGSTEDTWEPEHHLLHCEEFIDEFNGLHMSKDKRIKSGKQSSTSKLLRDSRGPSVEKLSHRPSDPGKSKGTSHKRKRINPPLAKPKKGYSGKPSSGGDRATKTVSYRTTPSGLQIMPLKKSQNGMENGDAGSEKDERHFGNGSHQPGLDLNDHVGEQDMGECDVNHATLAENGLGSALTNGGLNLHSPVKRKLEAEKDYVFDKRLRYSVRQNESNCRFRDIVVRKEEGFTHILLSSQTSDNNALTPEIMKEVRRALCNAATDDSKLLLLSAVGSVFCSGLDYSYLIGRLSSDRRKESTRIAEAIRDFVKAFIQFKKPIVVAINGPALGLGASILPLCDIVWASEKAWFQTPYATIRLTPAGCSSYTFPQILGVALANEMLFCGRKLTAQEACSRGLVSQVFWPTTFSQEVMLRVKEMASCSAVVLEESKCLVRSFLKSVLEDVNEKECLMLKQLWSSSKGLDSLFSYLQ.... The pIC50 is 6.1. (2) The compound is Fc1ccc2nc(-c3cncc(C(F)(F)F)c3)c(C3CC3)n2c1. The target protein (P19099) has sequence MALRAKAEVCVAAPWLSLQRARALGTRAARAPRTVLPFEAMPQHPGNRWLRLLQIWREQGYEHLHLEMHQTFQELGPIFRYNLGGPRMVCVMLPEDVEKLQQVDSLHPCRMILEPWVAYRQHRGHKCGVFLLNGPEWRFNRLRLNPDVLSPKAVQRFLPMVDAVARDFSQALKKKVLQNARGSLTLDVQPSIFHYTIEASNLALFGERLGLVGHSPSSASLNFLHALEVMFKSTVQLMFMPRSLSRWISPKVWKEHFEAWDCIFQYGDNCIQKIYQELAFNRPQHYTGIVAELLLKAELSLEAIKANSMELTAGSVDTTAFPLLMTLFELARNPDVQQILRQESLAAAASISEHPQKATTELPLLRAALKETLRLYPVGLFLERVVSSDLVLQNYHIPAGTLVQVFLYSLGRNAALFPRPERYNPQRWLDIRGSGRNFHHVPFGFGMRQCLGRRLAEAEMLLLLHHVLKHFLVETLTQEDIKMVYSFILRPGTSPLLTFR.... The pIC50 is 8.0.